From a dataset of Catalyst prediction with 721,799 reactions and 888 catalyst types from USPTO. Predict which catalyst facilitates the given reaction. (1) Reactant: [H-].[Na+].[OH:3][C:4]1[CH:9]=[CH:8][C:7](/[CH:10]=[CH:11]/[C:12]2[CH:17]=[CH:16][CH:15]=[CH:14][CH:13]=2)=[CH:6][CH:5]=1.[CH2:18]([O:20][C:21](=[O:24])[CH2:22]I)[CH3:19]. Product: [CH2:18]([O:20][C:21](=[O:24])[CH2:22][O:3][C:4]1[CH:5]=[CH:6][C:7]([CH:10]=[CH:11][C:12]2[CH:13]=[CH:14][CH:15]=[CH:16][CH:17]=2)=[CH:8][CH:9]=1)[CH3:19]. The catalyst class is: 12. (2) Reactant: [O:1]1[CH2:6][CH2:5][N:4]([C@H:7]2[CH2:12][CH2:11][C@H:10]([OH:13])[CH2:9][CH2:8]2)[CH2:3][CH2:2]1.[H-].[Na+].Cl[C:17]1[C:18]2[CH:25]=[CH:24][O:23][C:19]=2[N:20]=[CH:21][N:22]=1. Product: [O:1]1[CH2:2][CH2:3][N:4]([C@H:7]2[CH2:8][CH2:9][C@H:10]([O:13][C:17]3[C:18]4[CH:25]=[CH:24][O:23][C:19]=4[N:20]=[CH:21][N:22]=3)[CH2:11][CH2:12]2)[CH2:5][CH2:6]1. The catalyst class is: 1. (3) Reactant: [Cl:1][C:2]1[C:3]([NH:13][C@@H:14]2[CH2:19][CH2:18][CH2:17][N:16]([CH2:20][CH:21]3[CH2:26][CH2:25][CH2:24][CH2:23][CH2:22]3)[CH2:15]2)=[N:4][CH:5]=[C:6]([CH:12]=1)[C:7](OCC)=[O:8].[Li].O.O.O.O.C(C(C(C([O-])=O)O)O)([O-])=O.[Na+].[K+]. Product: [Cl:1][C:2]1[CH:12]=[C:6]([CH2:7][OH:8])[CH:5]=[N:4][C:3]=1[NH:13][C@@H:14]1[CH2:19][CH2:18][CH2:17][N:16]([CH2:20][CH:21]2[CH2:22][CH2:23][CH2:24][CH2:25][CH2:26]2)[CH2:15]1. The catalyst class is: 7. (4) Reactant: [CH:1]([C:4]1[CH:9]=[CH:8][C:7]([CH2:10][C:11]([OH:13])=O)=[CH:6][CH:5]=1)([CH3:3])[CH3:2].Cl.[CH3:15][O:16][C:17]1[CH:18]=[CH:19][C:20]([C@H:23]([NH2:25])[CH3:24])=[N:21][CH:22]=1.C(Cl)CCl.ON1C2N=CC=CC=2N=N1.C(N(CC)C(C)C)(C)C. Product: [CH:1]([C:4]1[CH:5]=[CH:6][C:7]([CH2:10][C:11]([NH:25][C@@H:23]([C:20]2[CH:19]=[CH:18][C:17]([O:16][CH3:15])=[CH:22][N:21]=2)[CH3:24])=[O:13])=[CH:8][CH:9]=1)([CH3:2])[CH3:3]. The catalyst class is: 3.